Dataset: Forward reaction prediction with 1.9M reactions from USPTO patents (1976-2016). Task: Predict the product of the given reaction. (1) Given the reactants [CH3:1][NH:2][S:3](Cl)(=[O:5])=[O:4].O1CCCC1.C(OC(=O)[NH:18][C@H:19]1[CH2:24][CH2:23][C@H:22]([NH:25][C:26]2[N:34]=[C:33]3[C:29]([N:30]=[CH:31][N:32]3[CH:35]3[CH2:39][CH2:38][CH2:37][CH2:36]3)=[C:28]([NH:40][CH:41]3[CH2:46][CH2:45][NH:44][CH2:43][CH2:42]3)[N:27]=2)[CH2:21][CH2:20]1)(C)(C)C.Cl, predict the reaction product. The product is: [CH3:1][NH:2][S:3]([N:44]1[CH2:45][CH2:46][CH:41]([NH:40][C:28]2[N:27]=[C:26]([NH:25][CH:22]3[CH2:23][CH2:24][CH:19]([NH2:18])[CH2:20][CH2:21]3)[N:34]=[C:33]3[C:29]=2[N:30]=[CH:31][N:32]3[CH:35]2[CH2:39][CH2:38][CH2:37][CH2:36]2)[CH2:42][CH2:43]1)(=[O:5])=[O:4]. (2) Given the reactants N1(S(C2C=CC([C:14]3[CH:15]=[C:16]4[N:22]=[C:21]([CH2:23][CH2:24][CH:25]5[NH:31][C:30](=[O:32])[CH2:29][CH2:28][CH2:27][CH2:26]5)[NH:20][C:17]4=[N:18][CH:19]=3)=CC=2)(=O)=O)CCC1.Br[C:34]1[CH:39]=[CH:38][C:37]([S:40]([NH:43][C:44]2[CH:49]=[CH:48][C:47]([CH3:50])=[CH:46][C:45]=2[F:51])(=[O:42])=[O:41])=[CH:36][CH:35]=1.BrC1C=C2N=C(CCC3NC(=O)CCCC3)NC2=NC=1, predict the reaction product. The product is: [F:51][C:45]1[CH:46]=[C:47]([CH3:50])[CH:48]=[CH:49][C:44]=1[NH:43][S:40]([C:37]1[CH:38]=[CH:39][C:34]([C:14]2[CH:15]=[C:16]3[N:22]=[C:21]([CH2:23][CH2:24][CH:25]4[CH2:26][CH2:27][CH2:28][CH2:29][C:30](=[O:32])[NH:31]4)[NH:20][C:17]3=[N:18][CH:19]=2)=[CH:35][CH:36]=1)(=[O:42])=[O:41]. (3) Given the reactants [C:1]12([CH2:11][O:12][C:13]3[C:28](I)=[CH:27][C:16]([C:17]([NH:19][S:20]([N:23]4[CH2:26][CH2:25][CH2:24]4)(=[O:22])=[O:21])=[O:18])=[C:15]([F:30])[CH:14]=3)[CH2:10][CH:5]3[CH2:6][CH:7]([CH2:9][CH:3]([CH2:4]3)[CH2:2]1)[CH2:8]2.[Cl-].[Li+].C([Mg]Cl)(C)C.[CH:38]1([CH:41]=[O:42])[CH2:40][CH2:39]1, predict the reaction product. The product is: [C:1]12([CH2:11][O:12][C:13]3[C:28]([CH:41]([CH:38]4[CH2:40][CH2:39]4)[OH:42])=[CH:27][C:16]([C:17]([NH:19][S:20]([N:23]4[CH2:26][CH2:25][CH2:24]4)(=[O:22])=[O:21])=[O:18])=[C:15]([F:30])[CH:14]=3)[CH2:10][CH:5]3[CH2:6][CH:7]([CH2:9][CH:3]([CH2:4]3)[CH2:2]1)[CH2:8]2. (4) The product is: [C:1]([Si:5]([C:6]1[CH:11]=[CH:10][CH:9]=[CH:8][CH:7]=1)([C:12]1[CH:17]=[CH:16][CH:15]=[CH:14][CH:13]=1)[O:18][CH2:19][C@@H:20]([N:22]1[C:28]2=[N:27][C:26]([Cl:25])=[N:31][CH:30]=[C:29]2[CH:33]([CH3:34])[N:35]([C:36]2[CH:41]=[CH:40][C:39]([O:42][CH3:43])=[CH:38][CH:37]=2)[C:23]1=[O:24])[CH3:21])([CH3:2])([CH3:3])[CH3:4]. Given the reactants [C:1]([Si:5]([O:18][CH2:19][C@@H:20]([N:22]=[C:23]=[O:24])[CH3:21])([C:12]1[CH:17]=[CH:16][CH:15]=[CH:14][CH:13]=1)[C:6]1[CH:11]=[CH:10][CH:9]=[CH:8][CH:7]=1)([CH3:4])([CH3:3])[CH3:2].[Cl:25][C:26]1[N:31]=[C:30](Cl)[C:29]([CH:33]([NH:35][C:36]2[CH:41]=[CH:40][C:39]([O:42][CH3:43])=[CH:38][CH:37]=2)[CH3:34])=[CH:28][N:27]=1.CC(C)([O-])C.[K+], predict the reaction product. (5) Given the reactants [CH3:1][O:2][C:3]1[C:12]([NH:13][C:14](=[O:18])OCC)=[N:11][C:10]2[C:5](=[CH:6][CH:7]=[C:8]([O:19][CH3:20])[CH:9]=2)[N:4]=1.[CH3:21][C:22]1[CH:23]=[C:24]([N:29]2[CH2:34][CH2:33][NH:32][CH2:31][CH2:30]2)[CH:25]=[C:26]([CH3:28])[CH:27]=1, predict the reaction product. The product is: [CH3:1][O:2][C:3]1[C:12]([NH:13][C:14]([N:32]2[CH2:33][CH2:34][N:29]([C:24]3[CH:25]=[C:26]([CH3:28])[CH:27]=[C:22]([CH3:21])[CH:23]=3)[CH2:30][CH2:31]2)=[O:18])=[N:11][C:10]2[C:5](=[CH:6][CH:7]=[C:8]([O:19][CH3:20])[CH:9]=2)[N:4]=1. (6) Given the reactants [Na+].C([C:4](CC)([C:8]([C:10]([OH:12])=[O:11])=O)[C:5]([O-])=[O:6])C.[OH-].[Na+].Cl.[CH:18]([NH2:20])=[NH:19].Cl, predict the reaction product. The product is: [OH:6][C:5]1[N:20]=[CH:18][N:19]=[C:8]([C:10]([OH:12])=[O:11])[CH:4]=1. (7) Given the reactants FC1[CH:11]=[C:10]([C:12]2[N:17]=[C:16]3[N:18]([CH2:21][C:22]4[CH:23]=[C:24]5[C:29](=[CH:30][CH:31]=4)[N:28]=[CH:27][CH:26]=[CH:25]5)[N:19]=[N:20][C:15]3=[CH:14][CH:13]=2)C=CC=1C(NC)=O.[NH2:32][C:33]1[N:38]=CC(B(O)O)=[CH:35][N:34]=1.C(=O)([O-])[O-].[K+].[K+].O1CCOCC1, predict the reaction product. The product is: [N:28]1[C:29]2[C:24](=[CH:23][C:22]([CH2:21][N:18]3[C:16]4=[N:17][C:12]([C:10]5[CH:35]=[N:34][C:33]([NH2:38])=[N:32][CH:11]=5)=[CH:13][CH:14]=[C:15]4[N:20]=[N:19]3)=[CH:31][CH:30]=2)[CH:25]=[CH:26][CH:27]=1.